Dataset: Full USPTO retrosynthesis dataset with 1.9M reactions from patents (1976-2016). Task: Predict the reactants needed to synthesize the given product. Given the product [Br:30][C:28]1[N:29]=[C:24]([NH:1][C:2]2[CH:7]=[CH:6][C:5]([CH:8]3[C:13](=[O:14])[N:12]([CH3:15])[CH2:11][CH2:10][N:9]3[C:16]([O:18][C:19]([CH3:22])([CH3:21])[CH3:20])=[O:17])=[CH:4][CH:3]=2)[C:25](=[O:32])[N:26]([CH3:31])[CH:27]=1, predict the reactants needed to synthesize it. The reactants are: [NH2:1][C:2]1[CH:7]=[CH:6][C:5]([CH:8]2[C:13](=[O:14])[N:12]([CH3:15])[CH2:11][CH2:10][N:9]2[C:16]([O:18][C:19]([CH3:22])([CH3:21])[CH3:20])=[O:17])=[CH:4][CH:3]=1.Br[C:24]1[C:25](=[O:32])[N:26]([CH3:31])[CH:27]=[C:28]([Br:30])[N:29]=1.C(=O)([O-])[O-].[Cs+].[Cs+].CC1(C)C2C(=C(P(C3C=CC=CC=3)C3C=CC=CC=3)C=CC=2)OC2C(P(C3C=CC=CC=3)C3C=CC=CC=3)=CC=CC1=2.